This data is from Full USPTO retrosynthesis dataset with 1.9M reactions from patents (1976-2016). The task is: Predict the reactants needed to synthesize the given product. (1) Given the product [I:1][C:2]1[C:10]2[C:5](=[CH:6][CH:7]=[C:8]([C:11]([F:13])([F:12])[F:14])[CH:9]=2)[N:4]([CH3:15])[N:3]=1, predict the reactants needed to synthesize it. The reactants are: [I:1][C:2]1[C:10]2[C:5](=[CH:6][CH:7]=[C:8]([C:11]([F:14])([F:13])[F:12])[CH:9]=2)[NH:4][N:3]=1.[CH3:15]C([O-])(C)C.[K+].IC. (2) Given the product [Br:1][C:2]1[C:3]([NH:9][C:10]2[CH:15]=[CH:14][CH:13]=[CH:12][C:11]=2[NH:16][S:17]([CH3:20])(=[O:19])=[O:18])=[N:4][C:5]([NH:25][C:24]2[CH:26]=[CH:27][C:28]([O:30][CH2:31][CH2:32][CH2:33][N:34]3[CH2:39][CH2:38][CH2:37][CH2:36][CH2:35]3)=[CH:29][C:23]=2[O:22][CH3:21])=[N:6][CH:7]=1, predict the reactants needed to synthesize it. The reactants are: [Br:1][C:2]1[C:3]([NH:9][C:10]2[CH:15]=[CH:14][CH:13]=[CH:12][C:11]=2[NH:16][S:17]([CH3:20])(=[O:19])=[O:18])=[N:4][C:5](Cl)=[N:6][CH:7]=1.[CH3:21][O:22][C:23]1[CH:29]=[C:28]([O:30][CH2:31][CH2:32][CH2:33][N:34]2[CH2:39][CH2:38][CH2:37][CH2:36][CH2:35]2)[CH:27]=[CH:26][C:24]=1[NH2:25]. (3) Given the product [CH2:1]([O:8][C:9]([N:11]1[CH2:16][CH2:15][CH:14]([CH2:17][NH:18][C:20]2[C:25]([F:26])=[CH:24][CH:23]=[CH:22][N:21]=2)[CH2:13][CH2:12]1)=[O:10])[C:2]1[CH:7]=[CH:6][CH:5]=[CH:4][CH:3]=1, predict the reactants needed to synthesize it. The reactants are: [CH2:1]([O:8][C:9]([N:11]1[CH2:16][CH2:15][CH:14]([CH2:17][NH2:18])[CH2:13][CH2:12]1)=[O:10])[C:2]1[CH:7]=[CH:6][CH:5]=[CH:4][CH:3]=1.Cl[C:20]1[C:25]([F:26])=[CH:24][CH:23]=[CH:22][N:21]=1.C(N(CCCC)CCCC)CCC.COCCO. (4) The reactants are: P(Cl)(Cl)([Cl:3])=O.[F:6][C:7]1[CH:8]=[N:9][CH:10]=[CH:11][C:12]=1[C:13]1[N:18]=[C:17](S)[N:16]([CH3:20])[C:15](=[O:21])[CH:14]=1. Given the product [Cl:3][C:17]1[N:16]([CH3:20])[C:15](=[O:21])[CH:14]=[C:13]([C:12]2[CH:11]=[CH:10][N:9]=[CH:8][C:7]=2[F:6])[N:18]=1, predict the reactants needed to synthesize it. (5) Given the product [NH2:9][CH2:8][C@@H:7]([C:27]([O:29][CH3:30])=[O:28])[NH:6][C:4](=[O:5])[C:3]1[CH:31]=[CH:32][C:33]([C:35]([NH:37][CH2:38][C:39]2[CH:44]=[CH:43][CH:42]=[C:41]([OH:45])[CH:40]=2)=[O:36])=[CH:34][C:2]=1[Cl:1], predict the reactants needed to synthesize it. The reactants are: [Cl:1][C:2]1[CH:34]=[C:33]([C:35]([NH:37][CH2:38][C:39]2[CH:44]=[CH:43][CH:42]=[C:41]([OH:45])[CH:40]=2)=[O:36])[CH:32]=[CH:31][C:3]=1[C:4]([NH:6][C@H:7]([C:27]([O:29][CH3:30])=[O:28])[CH2:8][NH:9]C(OCC1C2C=CC=CC=2C2C1=CC=CC=2)=O)=[O:5].N1CCCCC1.